This data is from NCI-60 drug combinations with 297,098 pairs across 59 cell lines. The task is: Regression. Given two drug SMILES strings and cell line genomic features, predict the synergy score measuring deviation from expected non-interaction effect. (1) Drug 1: C1=C(C(=O)NC(=O)N1)F. Drug 2: CN1C2=C(C=C(C=C2)N(CCCl)CCCl)N=C1CCCC(=O)O.Cl. Cell line: NCI-H522. Synergy scores: CSS=16.2, Synergy_ZIP=-11.7, Synergy_Bliss=-13.8, Synergy_Loewe=-15.0, Synergy_HSA=-12.3. (2) Drug 1: C1=NC(=NC(=O)N1C2C(C(C(O2)CO)O)O)N. Drug 2: CN(CC1=CN=C2C(=N1)C(=NC(=N2)N)N)C3=CC=C(C=C3)C(=O)NC(CCC(=O)O)C(=O)O. Cell line: A498. Synergy scores: CSS=32.0, Synergy_ZIP=-9.57, Synergy_Bliss=-3.64, Synergy_Loewe=-15.1, Synergy_HSA=-1.91. (3) Drug 1: C1CCN(CC1)CCOC2=CC=C(C=C2)C(=O)C3=C(SC4=C3C=CC(=C4)O)C5=CC=C(C=C5)O. Drug 2: CC1=C(C(CCC1)(C)C)C=CC(=CC=CC(=CC(=O)O)C)C. Cell line: K-562. Synergy scores: CSS=14.5, Synergy_ZIP=-3.07, Synergy_Bliss=-3.49, Synergy_Loewe=-0.282, Synergy_HSA=-0.282. (4) Drug 1: C1C(C(OC1N2C=C(C(=O)NC2=O)F)CO)O. Drug 2: C1=CN(C(=O)N=C1N)C2C(C(C(O2)CO)O)O.Cl. Cell line: SK-MEL-28. Synergy scores: CSS=32.5, Synergy_ZIP=-6.93, Synergy_Bliss=-0.918, Synergy_Loewe=3.49, Synergy_HSA=3.80. (5) Drug 1: C1=CC=C(C=C1)NC(=O)CCCCCCC(=O)NO. Synergy scores: CSS=5.21, Synergy_ZIP=-2.47, Synergy_Bliss=-1.98, Synergy_Loewe=-22.1, Synergy_HSA=-5.85. Cell line: NCI/ADR-RES. Drug 2: C1CNP(=O)(OC1)N(CCCl)CCCl. (6) Drug 1: C1CN1C2=NC(=NC(=N2)N3CC3)N4CC4. Drug 2: N.N.Cl[Pt+2]Cl. Synergy scores: CSS=26.0, Synergy_ZIP=-9.70, Synergy_Bliss=-2.19, Synergy_Loewe=-0.853, Synergy_HSA=0.538. Cell line: UO-31.